This data is from CYP1A2 inhibition data for predicting drug metabolism from PubChem BioAssay. The task is: Regression/Classification. Given a drug SMILES string, predict its absorption, distribution, metabolism, or excretion properties. Task type varies by dataset: regression for continuous measurements (e.g., permeability, clearance, half-life) or binary classification for categorical outcomes (e.g., BBB penetration, CYP inhibition). Dataset: cyp1a2_veith. (1) The compound is COc1cc(C(=O)NCCC(=O)NCc2ccc3c(c2)OCO3)cc(OC)c1OC. The result is 1 (inhibitor). (2) The result is 1 (inhibitor). The molecule is O=C1c2ccccc2C2=Nc3ccccc3SC(c3ccccc3F)C12. (3) The result is 0 (non-inhibitor). The compound is CC(NC1CCCC1)C(=O)Nc1ccccc1-c1ccccc1. (4) The drug is COCCn1c(=O)c(-c2ccccc2)nc2cnc(Oc3cccc(Cl)c3)nc21. The result is 1 (inhibitor). (5) The result is 1 (inhibitor). The molecule is CCNc1ncc2nc(-c3cn(C)c4ccccc34)c(=O)n(C)c2n1. (6) The compound is CCOc1ccc(-n2c(SCC(=O)Nc3ccc(OC)cc3OC)nc3c(c2=O)SCC3)cc1. The result is 0 (non-inhibitor). (7) The compound is O=C(Cc1ccccc1)N/N=C/c1cc(Br)c(Br)o1. The result is 1 (inhibitor).